Dataset: Full USPTO retrosynthesis dataset with 1.9M reactions from patents (1976-2016). Task: Predict the reactants needed to synthesize the given product. (1) Given the product [CH2:5]([O:4][P:3]([CH2:2][C:17]1[CH:18]=[C:19]([CH3:21])[CH:20]=[C:15]([CH3:14])[N:16]=1)([O:7][CH2:8][CH3:9])=[O:10])[CH3:6], predict the reactants needed to synthesize it. The reactants are: O[CH2:2][P:3](=[O:10])([O:7][CH2:8][CH3:9])[O:4][CH2:5][CH3:6].[H-].[Na+].Br[CH2:14][C:15]1[CH:20]=[C:19]([CH3:21])[CH:18]=[C:17](C)[N:16]=1. (2) The reactants are: [Cl:1][C:2]1[CH:7]=[CH:6][C:5]([C:8]([C:10]2[N:18]3[C:13]([CH:14]=[C:15]([O:19][CH2:20][C:21]4[CH:26]=[CH:25][CH:24]=[CH:23][N:22]=4)[CH:16]=[CH:17]3)=[C:12]([C:27](=[O:32])[C:28]([CH3:31])([CH3:30])[CH3:29])[C:11]=2[CH2:33][C:34]([CH3:41])([CH3:40])[C:35]([O:37]CC)=[O:36])=[O:9])=[CH:4][CH:3]=1.[OH-].[Na+].Cl. Given the product [Cl:1][C:2]1[CH:3]=[CH:4][C:5]([C:8]([C:10]2[N:18]3[C:13]([CH:14]=[C:15]([O:19][CH2:20][C:21]4[CH:26]=[CH:25][CH:24]=[CH:23][N:22]=4)[CH:16]=[CH:17]3)=[C:12]([C:27](=[O:32])[C:28]([CH3:31])([CH3:30])[CH3:29])[C:11]=2[CH2:33][C:34]([CH3:41])([CH3:40])[C:35]([OH:37])=[O:36])=[O:9])=[CH:6][CH:7]=1, predict the reactants needed to synthesize it. (3) Given the product [CH:38]([C:24]1[S:23][C:22]2[CH:21]=[C:20]([C:8]3[N:7]([CH2:1][CH2:2][CH2:3][CH2:4][CH2:5][CH3:6])[C:11]([C:12]4[S:19][C:18]5[CH:17]=[C:16]([CH:36]=[O:37])[S:15][C:14]=5[CH:13]=4)=[CH:10][CH:9]=3)[S:27][C:26]=2[CH:25]=1)=[O:39], predict the reactants needed to synthesize it. The reactants are: [CH2:1]([N:7]1[C:11]([C:12]2[S:19][C:18]3[CH:17]=[CH:16][S:15][C:14]=3[CH:13]=2)=[CH:10][CH:9]=[C:8]1[C:20]1[S:27][C:26]2[CH:25]=[CH:24][S:23][C:22]=2[CH:21]=1)[CH2:2][CH2:3][CH2:4][CH2:5][CH3:6].P(Cl)(Cl)(Cl)=O.CN([CH:36]=[O:37])C.[C:38](=O)([O-])[OH:39].[Na+]. (4) Given the product [O:16]=[C:12]1[NH:11][C:10]2[C:17]3[C:22]([CH:23]=[CH:24][C:9]=2[N:8]([C:5]2[CH:6]=[CH:7][C:2]([NH:1][S:30]([C:26]4[CH:35]=[N:34][CH:29]=[CH:28][CH:27]=4)(=[O:32])=[O:31])=[CH:3][CH:4]=2)[C:14](=[O:15])[CH2:13]1)=[CH:21][CH:20]=[CH:19][CH:18]=3, predict the reactants needed to synthesize it. The reactants are: [NH2:1][C:2]1[CH:7]=[CH:6][C:5]([N:8]2[C:14](=[O:15])[CH2:13][C:12](=[O:16])[NH:11][C:10]3[C:17]4[C:22]([CH:23]=[CH:24][C:9]2=3)=[CH:21][CH:20]=[CH:19][CH:18]=4)=[CH:4][CH:3]=1.S1[CH:29]=[CH:28][CH:27]=[C:26]1[S:30](Cl)(=[O:32])=[O:31].[N:34]1C=CC=C[CH:35]=1. (5) Given the product [F:57][C:58]1[CH:70]=[CH:69][C:68]([F:71])=[CH:67][C:59]=1[O:60][CH:61]1[CH2:62][CH2:63][N:64]([C:25](=[O:27])[CH2:24][NH:23][C:21]([C:19]2[N:18]=[N:17][N:16]([C:12]3[CH:11]=[N:10][CH:15]=[CH:14][CH:13]=3)[CH:20]=2)=[O:22])[CH2:65][CH2:66]1, predict the reactants needed to synthesize it. The reactants are: CCN(C(C)C)C(C)C.[N:10]1[CH:15]=[CH:14][CH:13]=[C:12]([N:16]2[CH:20]=[C:19]([C:21]([NH:23][CH2:24][C:25]([OH:27])=O)=[O:22])[N:18]=[N:17]2)[CH:11]=1.NC1C=NC=CC=1.C1C=CC2N(O)N=NC=2C=1.CCN=C=NCCCN(C)C.Cl.[F:57][C:58]1[CH:70]=[CH:69][C:68]([F:71])=[CH:67][C:59]=1[O:60][CH:61]1[CH2:66][CH2:65][NH:64][CH2:63][CH2:62]1.Cl.ClC1C=CC=CC=1OC1CCNCC1. (6) Given the product [F:32][C@@H:2]1[C@@H:6]([CH2:7][NH:8][C:9]([O:11][CH2:12][C:13]2[CH:18]=[CH:17][CH:16]=[CH:15][CH:14]=2)=[O:10])[CH2:5][N:4]([C:19]([O:21][C:22]([CH3:25])([CH3:24])[CH3:23])=[O:20])[CH2:3]1, predict the reactants needed to synthesize it. The reactants are: O[C@H:2]1[C@@H:6]([CH2:7][NH:8][C:9]([O:11][CH2:12][C:13]2[CH:18]=[CH:17][CH:16]=[CH:15][CH:14]=2)=[O:10])[CH2:5][N:4]([C:19]([O:21][C:22]([CH3:25])([CH3:24])[CH3:23])=[O:20])[CH2:3]1.CCN(S(F)(F)[F:32])CC.C([O-])([O-])=O.[Na+].[Na+]. (7) Given the product [CH3:1][NH:20][C:18]1[CH:17]=[CH:16][CH:15]=[C:14]([O:13][CH:10]2[CH2:9][CH2:8][N:7]([CH3:6])[CH2:12][CH2:11]2)[N:19]=1, predict the reactants needed to synthesize it. The reactants are: [CH3:1][O-].[Na+].C=O.[CH3:6][N:7]1[CH2:12][CH2:11][CH:10]([O:13][C:14]2[N:19]=[C:18]([NH2:20])[CH:17]=[CH:16][CH:15]=2)[CH2:9][CH2:8]1.[BH4-].[Na+].[OH-].[K+]. (8) Given the product [CH2:55]([C:57]1[N:5]=[C:6]([NH:9][C:10](=[O:30])[C@@H:11]([N:16]2[CH2:20][C:19]([O:21][C:22]3[CH:27]=[CH:26][CH:25]=[CH:24][C:23]=3[Cl:28])=[CH:18][C:17]2=[O:29])[CH2:12][CH:13]([CH3:14])[CH3:15])[S:59][N:58]=1)[CH3:56], predict the reactants needed to synthesize it. The reactants are: OC(C)(C)CN1C=C[C:6]([NH:9][C:10](=[O:30])[C@@H:11]([N:16]2[CH2:20][C:19]([O:21][C:22]3[CH:27]=[CH:26][CH:25]=[CH:24][C:23]=3[Cl:28])=[CH:18][C:17]2=[O:29])[CH2:12][CH:13]([CH3:15])[CH3:14])=[N:5]1.Cl.CN(C)CCCN=C=NCC.ON1C2C=CC=CC=2N=N1.[CH2:55]([C:57]1N=C(N)[S:59][N:58]=1)[CH3:56]. (9) Given the product [CH3:8][N:9]1[CH2:14][CH2:13][N:12]([C:15]2[CH:22]=[CH:21][C:18]([CH2:19][NH:20][C:24]3[N:33]([CH2:34][CH2:35][CH2:36][C:37]([O:39][CH3:40])=[O:38])[C:32](=[O:41])[C:31]4[C:26](=[CH:27][CH:28]=[CH:29][CH:30]=4)[N:25]=3)=[CH:17][CH:16]=2)[CH2:11][CH2:10]1, predict the reactants needed to synthesize it. The reactants are: C(N(CC)CC)C.[CH3:8][N:9]1[CH2:14][CH2:13][N:12]([C:15]2[CH:22]=[CH:21][C:18]([CH2:19][NH2:20])=[CH:17][CH:16]=2)[CH2:11][CH2:10]1.Cl[C:24]1[N:33]([CH2:34][CH2:35][CH2:36][C:37]([O:39][CH3:40])=[O:38])[C:32](=[O:41])[C:31]2[C:26](=[CH:27][CH:28]=[CH:29][CH:30]=2)[N:25]=1.O.